Dataset: Catalyst prediction with 721,799 reactions and 888 catalyst types from USPTO. Task: Predict which catalyst facilitates the given reaction. (1) Reactant: [CH3:1][O:2][C:3](=[O:13])[C:4]1[CH:9]=[C:8]([CH:10]=[O:11])[N:7]=[C:6]([Cl:12])[CH:5]=1.[CH2:14](O)[CH2:15][CH2:16][OH:17]. Product: [CH3:1][O:2][C:3](=[O:13])[C:4]1[CH:9]=[C:8]([CH:10]2[O:17][CH2:16][CH2:15][CH2:14][O:11]2)[N:7]=[C:6]([Cl:12])[CH:5]=1. The catalyst class is: 1. (2) Reactant: C([O:14][C:15]1[C:16]2[C:34](=[O:35])[N:33]([CH2:36][C:37]3[CH:42]=[CH:41][C:40]([F:43])=[CH:39][CH:38]=3)[CH2:32][C:17]=2[C:18](C2C(C)=NOC=2C)=[C:19]2[C:24]=1[N:23]=[CH:22][CH:21]=[CH:20]2)(C1C=CC=CC=1)C1C=CC=CC=1.FC(F)(F)C(O)=O.C([SiH](CC)CC)C. Product: [F:43][C:40]1[CH:39]=[CH:38][C:37]([CH2:36][N:33]2[C:34](=[O:35])[C:16]3[C:15]([OH:14])=[C:24]4[C:19]([CH:20]=[CH:21][CH:22]=[N:23]4)=[CH:18][C:17]=3[CH2:32]2)=[CH:42][CH:41]=1. The catalyst class is: 4. (3) Reactant: [H-].[H-].[H-].[H-].[Li+].[Al+3].[C:7]([C:11]1[CH:16]=[CH:15][C:14]([C:17]2[C:26]3[CH2:25][CH2:24][CH2:23][CH2:22][C:21]=3[CH:20]=[C:19]3[C:27](=O)[CH:28]([CH3:30])[CH2:29][C:18]=23)=[CH:13][CH:12]=1)([CH3:10])([CH3:9])[CH3:8].Cl.C1C=CC=CC=1.CCOC(C)=O. Product: [C:7]([C:11]1[CH:12]=[CH:13][C:14]([C:17]2[C:26]3[CH2:25][CH2:24][CH2:23][CH2:22][C:21]=3[CH:20]=[C:19]3[CH:27]=[C:28]([CH3:30])[CH2:29][C:18]=23)=[CH:15][CH:16]=1)([CH3:10])([CH3:8])[CH3:9]. The catalyst class is: 28. (4) Reactant: [C:1]([O:5][C:6]([N:8]1[CH2:13][CH2:12][C:11](=O)[CH2:10][CH2:9]1)=[O:7])([CH3:4])([CH3:3])[CH3:2].[NH:15]1[CH2:20][CH2:19][O:18][CH2:17][CH2:16]1.C1(C)C=CC(S(O)(=O)=O)=CC=1. Product: [C:1]([O:5][C:6]([N:8]1[CH2:13][CH2:12][C:11]([N:15]2[CH2:20][CH2:19][O:18][CH2:17][CH2:16]2)=[CH:10][CH2:9]1)=[O:7])([CH3:4])([CH3:3])[CH3:2]. The catalyst class is: 11. (5) Reactant: Br[CH2:2][C:3]1[CH:8]=[CH:7][C:6]([Br:9])=[CH:5][C:4]=1[CH2:10]Br.[CH3:12][Si:13]([CH3:29])([CH3:28])[CH2:14][CH2:15][O:16][CH2:17][N:18]1[C:22]2=[N:23][CH:24]=[CH:25][CH:26]=[C:21]2[CH2:20][C:19]1=[O:27].C(=O)([O-])[O-].[Cs+].[Cs+]. Product: [Br:9][C:6]1[CH:5]=[C:4]2[C:3](=[CH:8][CH:7]=1)[CH2:2][C:20]1([C:21]3[C:22](=[N:23][CH:24]=[CH:25][CH:26]=3)[N:18]([CH2:17][O:16][CH2:15][CH2:14][Si:13]([CH3:28])([CH3:12])[CH3:29])[C:19]1=[O:27])[CH2:10]2. The catalyst class is: 5.